From a dataset of Forward reaction prediction with 1.9M reactions from USPTO patents (1976-2016). Predict the product of the given reaction. The product is: [CH2:7]([N:14]1[C:15]([C:16]2[C:21]([N+:22]([O-:24])=[O:23])=[CH:20][CH:19]=[CH:18][C:17]=2[CH3:25])=[N:29][N:28]=[N:27]1)[C:8]1[CH:13]=[CH:12][CH:11]=[CH:10][CH:9]=1. Given the reactants P(Cl)(Cl)(Cl)(Cl)Cl.[CH2:7]([NH:14][C:15](=O)[C:16]1[C:21]([N+:22]([O-:24])=[O:23])=[CH:20][CH:19]=[CH:18][C:17]=1[CH3:25])[C:8]1[CH:13]=[CH:12][CH:11]=[CH:10][CH:9]=1.[N:27]([Si](C)(C)C)=[N+:28]=[N-:29].C(=O)(O)[O-].[Na+], predict the reaction product.